From a dataset of Peptide-MHC class I binding affinity with 185,985 pairs from IEDB/IMGT. Regression. Given a peptide amino acid sequence and an MHC pseudo amino acid sequence, predict their binding affinity value. This is MHC class I binding data. The peptide sequence is SMFDSWGPF. The MHC is HLA-C12:03 with pseudo-sequence HLA-C12:03. The binding affinity (normalized) is 0.573.